This data is from Forward reaction prediction with 1.9M reactions from USPTO patents (1976-2016). The task is: Predict the product of the given reaction. Given the reactants [CH2:1]([O:3][C:4](=[CH:10][C:11]1[CH:12]=[N:13][C:14]2[C:19]([CH:20]=1)=[CH:18][C:17]([O:21][CH2:22][O:23][CH3:24])=[CH:16][CH:15]=2)[C:5]([O:7][CH2:8][CH3:9])=[O:6])[CH3:2], predict the reaction product. The product is: [CH2:1]([O:3][CH:4]([CH2:10][C:11]1[CH:12]=[N:13][C:14]2[C:19]([CH:20]=1)=[CH:18][C:17]([O:21][CH2:22][O:23][CH3:24])=[CH:16][CH:15]=2)[C:5]([O:7][CH2:8][CH3:9])=[O:6])[CH3:2].